From a dataset of Peptide-MHC class II binding affinity with 134,281 pairs from IEDB. Regression. Given a peptide amino acid sequence and an MHC pseudo amino acid sequence, predict their binding affinity value. This is MHC class II binding data. (1) The MHC is DRB1_1602 with pseudo-sequence DRB1_1602. The peptide sequence is YASVEAANASPLQVA. The binding affinity (normalized) is 0.374. (2) The peptide sequence is QKLLLEEGVPSHIMS. The MHC is DRB1_0101 with pseudo-sequence DRB1_0101. The binding affinity (normalized) is 0.897. (3) The peptide sequence is LQLQPFPQPQLPY. The binding affinity (normalized) is 0. The MHC is DRB1_1101 with pseudo-sequence DRB1_1101.